Dataset: Full USPTO retrosynthesis dataset with 1.9M reactions from patents (1976-2016). Task: Predict the reactants needed to synthesize the given product. (1) Given the product [C:1]([O:5][C:6](=[O:7])[N:8]([C@H:9]([C:10](=[O:11])[NH:12][C@H:13]([C:14]([N:16]1[C:20]2=[N:21][CH:22]=[CH:23][CH:24]=[C:19]2[CH2:18][C@H:17]1[CH2:25][N:42]=[N+:43]=[N-:44])=[O:15])[CH:37]([CH3:39])[CH3:38])[CH3:40])[CH3:41])([CH3:4])([CH3:2])[CH3:3], predict the reactants needed to synthesize it. The reactants are: [C:1]([O:5][C:6]([N:8]([CH3:41])[C@@H:9]([CH3:40])[C:10]([NH:12][C@@H:13]([CH:37]([CH3:39])[CH3:38])[C:14]([N:16]1[C:20]2=[N:21][CH:22]=[CH:23][CH:24]=[C:19]2[CH2:18][C@H:17]1[CH2:25]OS(C1C=CC(C)=CC=1)(=O)=O)=[O:15])=[O:11])=[O:7])([CH3:4])([CH3:3])[CH3:2].[N-:42]=[N+:43]=[N-:44].[Na+]. (2) Given the product [O:19]=[C:20]([OH:31])[C@@H:21]([C@H:23]([C@@H:25]([C@@H:27]([CH2:29][OH:30])[OH:28])[OH:26])[OH:24])[OH:22].[OH:31][OH:32], predict the reactants needed to synthesize it. The reactants are: CC1(C)CC(N)=C(C)C=C1C1C=C(C)C(N)=CC=1.[O:19]=[CH:20][C@@H:21]([C@H:23]([C@@H:25]([C@@H:27]([CH2:29][OH:30])[OH:28])[OH:26])[OH:24])[OH:22].[O:31]=[O:32].